From a dataset of NCI-60 drug combinations with 297,098 pairs across 59 cell lines. Regression. Given two drug SMILES strings and cell line genomic features, predict the synergy score measuring deviation from expected non-interaction effect. (1) Drug 1: CC1=C(C=C(C=C1)NC2=NC=CC(=N2)N(C)C3=CC4=NN(C(=C4C=C3)C)C)S(=O)(=O)N.Cl. Drug 2: CC1OCC2C(O1)C(C(C(O2)OC3C4COC(=O)C4C(C5=CC6=C(C=C35)OCO6)C7=CC(=C(C(=C7)OC)O)OC)O)O. Cell line: T-47D. Synergy scores: CSS=37.8, Synergy_ZIP=-4.92, Synergy_Bliss=4.48, Synergy_Loewe=-15.6, Synergy_HSA=5.63. (2) Drug 1: CCCS(=O)(=O)NC1=C(C(=C(C=C1)F)C(=O)C2=CNC3=C2C=C(C=N3)C4=CC=C(C=C4)Cl)F. Drug 2: CN(CC1=CN=C2C(=N1)C(=NC(=N2)N)N)C3=CC=C(C=C3)C(=O)NC(CCC(=O)O)C(=O)O. Cell line: MOLT-4. Synergy scores: CSS=49.3, Synergy_ZIP=7.40, Synergy_Bliss=3.34, Synergy_Loewe=-23.5, Synergy_HSA=1.43. (3) Drug 1: CCCS(=O)(=O)NC1=C(C(=C(C=C1)F)C(=O)C2=CNC3=C2C=C(C=N3)C4=CC=C(C=C4)Cl)F. Drug 2: C1CNP(=O)(OC1)N(CCCl)CCCl. Cell line: 786-0. Synergy scores: CSS=5.94, Synergy_ZIP=2.11, Synergy_Bliss=6.23, Synergy_Loewe=2.07, Synergy_HSA=4.13.